Dataset: Forward reaction prediction with 1.9M reactions from USPTO patents (1976-2016). Task: Predict the product of the given reaction. Given the reactants [Cl:1][C:2]1[CH:10]=[CH:9][C:8]([C:11]2[N:12]([C:21]([O:23][C:24]([CH3:27])([CH3:26])[CH3:25])=[O:22])[C:13]3[C:18]([C:19]=2I)=[CH:17][CH:16]=[CH:15][CH:14]=3)=[C:7]2[C:3]=1[CH2:4][NH:5][C:6]2=[O:28].[CH2:29]([OH:33])[CH2:30][C:31]#[CH:32], predict the reaction product. The product is: [Cl:1][C:2]1[CH:10]=[CH:9][C:8]([C:11]2[N:12]([C:21]([O:23][C:24]([CH3:27])([CH3:26])[CH3:25])=[O:22])[C:13]3[C:18]([C:19]=2[C:32]#[C:31][CH2:30][CH2:29][OH:33])=[CH:17][CH:16]=[CH:15][CH:14]=3)=[C:7]2[C:3]=1[CH2:4][NH:5][C:6]2=[O:28].